Dataset: Forward reaction prediction with 1.9M reactions from USPTO patents (1976-2016). Task: Predict the product of the given reaction. (1) Given the reactants [CH3:1][S:2][C:3]1[N:4]=[CH:5][C:6]2[CH2:11][N:10](C(C3C=CC=CC=3)(C3C=CC=CC=3)C3C=CC=CC=3)[CH2:9][C:7]=2[N:8]=1.Cl, predict the reaction product. The product is: [CH3:1][S:2][C:3]1[N:4]=[CH:5][C:6]2[CH2:11][NH:10][CH2:9][C:7]=2[N:8]=1. (2) The product is: [NH:48]([C:49]1[NH:51][C@H:28]([CH2:27][O:26][C:22]2[CH:21]=[C:20]([C:4]3[CH:5]=[C:6]4[C:11](=[C:2]([NH2:1])[N:3]=3)[CH:10]=[N:9][C:8]3[CH:12]=[C:13]([O:18][CH3:19])[C:14]([O:16][CH3:17])=[CH:15][C:7]4=3)[CH:25]=[N:24][CH:23]=2)[CH2:30][N:50]=1)[C:42]1[CH:47]=[CH:46][CH:45]=[CH:44][CH:43]=1. Given the reactants [NH2:1][C:2]1[N:3]=[C:4]([C:20]2[CH:21]=[C:22]([O:26][CH2:27][CH:28]3[CH2:30][N@@]3C(OC(C)(C)C)=O)[CH:23]=[N:24][CH:25]=2)[CH:5]=[C:6]2[C:11]=1[CH:10]=[N:9][C:8]1[CH:12]=[C:13]([O:18][CH3:19])[C:14]([O:16][CH3:17])=[CH:15][C:7]2=1.C(=O)(O)O.[C:42]1([NH:48][C:49]([NH2:51])=[NH:50])[CH:47]=[CH:46][CH:45]=[CH:44][CH:43]=1.C(N(C(C)C)CC)(C)C, predict the reaction product.